From a dataset of Forward reaction prediction with 1.9M reactions from USPTO patents (1976-2016). Predict the product of the given reaction. (1) Given the reactants [CH2:1]([O:8][C:9]1[CH:10]=[C:11]([CH2:16][OH:17])[CH:12]=[CH:13][C:14]=1[CH3:15])[C:2]1[CH:7]=[CH:6][CH:5]=[CH:4][CH:3]=1.I(C1C=CC=CC=1C(O)=O)(=O)=O.C(OCC)(=O)C, predict the reaction product. The product is: [CH2:1]([O:8][C:9]1[CH:10]=[C:11]([CH:12]=[CH:13][C:14]=1[CH3:15])[CH:16]=[O:17])[C:2]1[CH:3]=[CH:4][CH:5]=[CH:6][CH:7]=1. (2) Given the reactants [N:1]1([C:7]([N:9]2[CH2:14][CH:13]([C:15]3[CH:20]=[CH:19][CH:18]=[C:17]([C:21]([F:24])([F:23])[F:22])[CH:16]=3)[CH2:12][CH:11]([C:25](O)=[O:26])[CH2:10]2)=[O:8])[CH2:6][CH2:5][O:4][CH2:3][CH2:2]1.[F:28][C:29]1[CH:30]=[C:31]([C:35](=[N:37]O)[NH2:36])[CH:32]=[CH:33][CH:34]=1, predict the reaction product. The product is: [F:28][C:29]1[CH:30]=[C:31]([C:35]2[N:37]=[C:25]([CH:11]3[CH2:12][CH:13]([C:15]4[CH:20]=[CH:19][CH:18]=[C:17]([C:21]([F:23])([F:22])[F:24])[CH:16]=4)[CH2:14][N:9]([C:7]([N:1]4[CH2:6][CH2:5][O:4][CH2:3][CH2:2]4)=[O:8])[CH2:10]3)[O:26][N:36]=2)[CH:32]=[CH:33][CH:34]=1.